Dataset: Full USPTO retrosynthesis dataset with 1.9M reactions from patents (1976-2016). Task: Predict the reactants needed to synthesize the given product. (1) Given the product [CH2:17]([O:21][C:22]([NH:24][N:25]=[CH:14][C:11]1[CH:12]=[C:13]2[C:8](=[CH:9][CH:10]=1)[NH:7][CH:6]=[C:5]2[CH2:4][CH2:3][N:2]([CH3:16])[CH3:1])=[O:23])[CH:18]([CH3:20])[CH3:19], predict the reactants needed to synthesize it. The reactants are: [CH3:1][N:2]([CH3:16])[CH2:3][CH2:4][C:5]1[C:13]2[C:8](=[CH:9][CH:10]=[C:11]([CH:14]=O)[CH:12]=2)[NH:7][CH:6]=1.[CH2:17]([O:21][C:22]([NH:24][NH2:25])=[O:23])[CH:18]([CH3:20])[CH3:19]. (2) Given the product [OH:18][CH2:17][CH2:16][CH2:15][CH2:14][NH:13][C:10]([C:2]1[S:1][C:5]2[CH:6]=[CH:7][CH:8]=[CH:9][C:4]=2[N:3]=1)=[O:11], predict the reactants needed to synthesize it. The reactants are: [S:1]1[C:5]2[CH:6]=[CH:7][CH:8]=[CH:9][C:4]=2[N:3]=[C:2]1[C:10](Cl)=[O:11].[NH2:13][CH2:14][CH2:15][CH2:16][CH2:17][OH:18].C([O-])([O-])=O.[K+].[K+]. (3) Given the product [Cl:1][C:2]1[C:8]([O:9][C:10]2[CH:15]=[CH:14][C:13]([N+:16]([O-:18])=[O:17])=[CH:12][N:11]=2)=[CH:7][C:5]([NH:6][C:22](=[O:23])[C:21]([F:32])([F:31])[F:20])=[C:4]([F:19])[CH:3]=1, predict the reactants needed to synthesize it. The reactants are: [Cl:1][C:2]1[C:8]([O:9][C:10]2[CH:15]=[CH:14][C:13]([N+:16]([O-:18])=[O:17])=[CH:12][N:11]=2)=[CH:7][C:5]([NH2:6])=[C:4]([F:19])[CH:3]=1.[F:20][C:21]([F:32])([F:31])[C:22](O[C:22](=[O:23])[C:21]([F:32])([F:31])[F:20])=[O:23]. (4) Given the product [CH2:1]([O:8][C:9]1[CH:14]=[CH:13][C:12]([C:28]([OH:30])=[O:29])=[C:11]([F:15])[C:10]=1[F:16])[C:2]1[CH:3]=[CH:4][CH:5]=[CH:6][CH:7]=1, predict the reactants needed to synthesize it. The reactants are: [CH2:1]([O:8][C:9]1[CH:14]=[CH:13][CH:12]=[C:11]([F:15])[C:10]=1[F:16])[C:2]1[CH:7]=[CH:6][CH:5]=[CH:4][CH:3]=1.CCCCCC.C([Li])CCC.[C:28](=[O:30])=[O:29]. (5) Given the product [C:1]([OH:8])(=[O:7])/[CH:2]=[CH:3]/[C:4]([OH:6])=[O:5].[CH:9]1[C:14]2[C:15]([N:24]3[CH2:25][CH2:26][N:27]([CH2:30][CH2:31][O:32][CH2:33][CH2:34][OH:35])[CH2:28][CH2:29]3)=[N:16][C:17]3[CH:23]=[CH:22][CH:21]=[CH:20][C:18]=3[S:19][C:13]=2[CH:12]=[CH:11][CH:10]=1, predict the reactants needed to synthesize it. The reactants are: [C:1]([OH:8])(=[O:7])/[CH:2]=[CH:3]/[C:4]([OH:6])=[O:5].[CH:9]1[C:14]2[C:15]([N:24]3[CH2:29][CH2:28][N:27]([CH2:30][CH2:31][O:32][CH2:33][CH2:34][OH:35])[CH2:26][CH2:25]3)=[N:16][C:17]3[CH:23]=[CH:22][CH:21]=[CH:20][C:18]=3[S:19][C:13]=2[CH:12]=[CH:11][CH:10]=1. (6) Given the product [Br:17][C:18]1[CH:19]=[C:20]([C:4]2[C:5]3[S:6][C:7]4[CH:13]=[CH:12][CH:11]=[CH:10][C:8]=4[C:9]=3[CH:1]=[CH:2][CH:3]=2)[CH:21]=[CH:22][CH:23]=1, predict the reactants needed to synthesize it. The reactants are: [CH:1]1[C:9]2[C:8]3[CH:10]=[CH:11][CH:12]=[CH:13][C:7]=3[S:6][C:5]=2[C:4](B(O)O)=[CH:3][CH:2]=1.[Br:17][C:18]1[CH:23]=[CH:22][CH:21]=[C:20](Br)[CH:19]=1.C(=O)([O-])[O-].[K+].[K+].